This data is from NCI-60 drug combinations with 297,098 pairs across 59 cell lines. The task is: Regression. Given two drug SMILES strings and cell line genomic features, predict the synergy score measuring deviation from expected non-interaction effect. (1) Drug 1: CC12CCC3C(C1CCC2O)C(CC4=C3C=CC(=C4)O)CCCCCCCCCS(=O)CCCC(C(F)(F)F)(F)F. Drug 2: CS(=O)(=O)OCCCCOS(=O)(=O)C. Cell line: OVCAR-5. Synergy scores: CSS=15.8, Synergy_ZIP=-1.85, Synergy_Bliss=-1.23, Synergy_Loewe=5.85, Synergy_HSA=2.97. (2) Drug 1: CC12CCC3C(C1CCC2O)C(CC4=C3C=CC(=C4)O)CCCCCCCCCS(=O)CCCC(C(F)(F)F)(F)F. Drug 2: C#CCC(CC1=CN=C2C(=N1)C(=NC(=N2)N)N)C3=CC=C(C=C3)C(=O)NC(CCC(=O)O)C(=O)O. Cell line: HCC-2998. Synergy scores: CSS=2.61, Synergy_ZIP=2.33, Synergy_Bliss=0.643, Synergy_Loewe=-0.857, Synergy_HSA=-2.78. (3) Synergy scores: CSS=8.19, Synergy_ZIP=1.32, Synergy_Bliss=9.67, Synergy_Loewe=7.73, Synergy_HSA=7.80. Cell line: MALME-3M. Drug 2: C1CCN(CC1)CCOC2=CC=C(C=C2)C(=O)C3=C(SC4=C3C=CC(=C4)O)C5=CC=C(C=C5)O. Drug 1: CNC(=O)C1=CC=CC=C1SC2=CC3=C(C=C2)C(=NN3)C=CC4=CC=CC=N4. (4) Drug 1: CC1=C2C(C(=O)C3(C(CC4C(C3C(C(C2(C)C)(CC1OC(=O)C(C(C5=CC=CC=C5)NC(=O)C6=CC=CC=C6)O)O)OC(=O)C7=CC=CC=C7)(CO4)OC(=O)C)O)C)OC(=O)C. Drug 2: CC1=C(C(=O)C2=C(C1=O)N3CC4C(C3(C2COC(=O)N)OC)N4)N. Cell line: MOLT-4. Synergy scores: CSS=84.7, Synergy_ZIP=0.868, Synergy_Bliss=1.67, Synergy_Loewe=-0.680, Synergy_HSA=0.761. (5) Drug 1: C1=CC(=C2C(=C1NCCNCCO)C(=O)C3=C(C=CC(=C3C2=O)O)O)NCCNCCO. Drug 2: C1=CN(C=N1)CC(O)(P(=O)(O)O)P(=O)(O)O. Cell line: OVCAR3. Synergy scores: CSS=0.849, Synergy_ZIP=-7.78, Synergy_Bliss=-30.6, Synergy_Loewe=-39.7, Synergy_HSA=-29.1. (6) Drug 1: CC(CN1CC(=O)NC(=O)C1)N2CC(=O)NC(=O)C2. Drug 2: CN(C)C1=NC(=NC(=N1)N(C)C)N(C)C. Cell line: HL-60(TB). Synergy scores: CSS=78.3, Synergy_ZIP=26.3, Synergy_Bliss=32.0, Synergy_Loewe=10.6, Synergy_HSA=29.6.